From a dataset of Forward reaction prediction with 1.9M reactions from USPTO patents (1976-2016). Predict the product of the given reaction. (1) Given the reactants C[Si]([C:5]#[C:6][C:7]1[CH:12]=[CH:11][C:10]([C:13]2[CH:18]=[CH:17][CH:16]=[CH:15][N:14]=2)=[CH:9][CH:8]=1)(C)C.[F-].C([N+](CCCC)(CCCC)CCCC)CCC.ClCCl.O, predict the reaction product. The product is: [C:6]([C:7]1[CH:12]=[CH:11][C:10]([C:13]2[CH:18]=[CH:17][CH:16]=[CH:15][N:14]=2)=[CH:9][CH:8]=1)#[CH:5]. (2) Given the reactants [NH2:1][C:2]1[N:3]=[C:4]([C:18]2[CH:23]=[CH:22][CH:21]=[CH:20][CH:19]=2)[C:5]([C:8]2[CH:9]=[CH:10][C:11](=[O:17])[N:12]([CH:14]([CH3:16])[CH3:15])[N:13]=2)=[N:6][CH:7]=1.[CH3:24][S:25][CH3:26].ClN1C(=O)CCC1=O.C[O-].[Na+], predict the reaction product. The product is: [CH3:24][S:25](=[N:1][C:2]1[N:3]=[C:4]([C:18]2[CH:19]=[CH:20][CH:21]=[CH:22][CH:23]=2)[C:5]([C:8]2[CH:9]=[CH:10][C:11](=[O:17])[N:12]([CH:14]([CH3:16])[CH3:15])[N:13]=2)=[N:6][CH:7]=1)[CH3:26].